From a dataset of hERG potassium channel inhibition data for cardiac toxicity prediction from Karim et al.. Regression/Classification. Given a drug SMILES string, predict its toxicity properties. Task type varies by dataset: regression for continuous values (e.g., LD50, hERG inhibition percentage) or binary classification for toxic/non-toxic outcomes (e.g., AMES mutagenicity, cardiotoxicity, hepatotoxicity). Dataset: herg_karim. (1) The compound is O=C(c1ccc(F)cc1F)C1CCN(CCCOc2ccc(-c3nc4ccccc4o3)cc2)CC1. The result is 1 (blocker). (2) The drug is CC(C(=O)NC1(c2ccccc2)CCC(N2CCC(c3ccc(F)cc3)CC2)CC1)c1cc(C(F)(F)F)cc(C(F)(F)F)c1. The result is 1 (blocker). (3) The compound is C[C@H]1Cc2c(ncnc2Oc2ccc3c(ccn3C(=O)Nc3cc(C(C)(C)C)on3)c2)CN1. The result is 0 (non-blocker). (4) The drug is CC(=O)c1nn(-c2ccc(C)cc2)/c(=N/c2nc(-c3ccccc3)cc(-c3ccccc3)c2C#N)s1. The result is 0 (non-blocker). (5) The molecule is Cc1ncoc1-c1nnc(SCCCN2C[C@H]3C[C@@]3(c3ccc(C(F)(F)F)c(F)c3)C2)n1C. The result is 1 (blocker). (6) The result is 0 (non-blocker). The molecule is Fc1ccc(Cn2cc(NCCN3CCC(F)(F)CC3)nn2)cc1F.